Dataset: Reaction yield outcomes from USPTO patents with 853,638 reactions. Task: Predict the reaction yield, written as a fraction of the theoretical maximum amount of product (1.0 means a 100% yield; for example, 0.34 means a 34% yield). (1) The reactants are FC(F)(F)S(OC1C2[O:13][C@H:14]3[C:23](=[O:24])[CH2:22][CH2:21][C@:20]4([OH:25])[C@@:15]53[CH2:16][CH2:17][N:18]([CH2:27][CH:28]3[CH2:31][CH2:30][CH2:29]3)[C@@H:19]4[CH2:26][C:10](C=25)=[CH:9][CH:8]=1)(=O)=O.O[N:35]1[C:39](=[O:40])[CH2:38][CH2:37][C:36]1=O.C(N(CC)CC)C.C1(P(C2C=CC=CC=2)C2C3OC4C(=CC=CC=4P(C4C=CC=CC=4)C4C=CC=CC=4)C(C)(C)C=3C=CC=2)C=CC=CC=1.[C]=O.[CH3:93][O:94][C:95]1[CH:102]=[C:101]([O:103][CH3:104])[CH:100]=[CH:99][C:96]=1[CH2:97]N. The catalyst is CS(C)=O.C([O-])(=O)C.[Pd+2].C([O-])(=O)C. The product is [CH:28]1([CH2:27][N:18]2[CH2:17][CH2:16][C@@:15]34[C:36]5[C:10]6[CH2:26][C@@H:19]2[C@:20]3([OH:25])[CH2:21][CH2:22][C:23](=[O:24])[C@@H:14]4[O:13][C:37]=5[C:38]([C:39]([NH:35][CH2:97][C:96]2[CH:99]=[CH:100][C:101]([O:103][CH3:104])=[CH:102][C:95]=2[O:94][CH3:93])=[O:40])=[CH:8][CH:9]=6)[CH2:29][CH2:30][CH2:31]1. The yield is 0.550. (2) The reactants are [CH:1](=O)[C:2]1[CH:7]=[CH:6][CH:5]=[CH:4][CH:3]=1.[C:9]([O:13][C:14]([N:16]1[CH2:21][CH2:20][C@@H:19]([NH2:22])[C@H:18]([OH:23])[CH2:17]1)=[O:15])([CH3:12])([CH3:11])[CH3:10].C(O)(=O)C.C([BH3-])#N.[Na+]. The catalyst is C(O)C. The product is [C:9]([O:13][C:14]([N:16]1[CH2:21][CH2:20][C@@H:19]([NH:22][CH2:1][C:2]2[CH:7]=[CH:6][CH:5]=[CH:4][CH:3]=2)[C@H:18]([OH:23])[CH2:17]1)=[O:15])([CH3:12])([CH3:10])[CH3:11]. The yield is 0.460. (3) The reactants are [CH2:1]([NH:6][C:7]([NH:9][C:10](=[N:17][C:18]1[CH:23]=[CH:22][CH:21]=[CH:20][CH:19]=1)[C:11]1[CH:16]=[CH:15][CH:14]=[CH:13][CH:12]=1)=[S:8])[CH2:2][CH2:3][CH2:4][CH3:5].[Br:24]Br. No catalyst specified. The product is [BrH:24].[CH2:1]([N:6]=[C:7]1[S:8][N:17]([C:18]2[CH:19]=[CH:20][CH:21]=[CH:22][CH:23]=2)[C:10]([C:11]2[CH:12]=[CH:13][CH:14]=[CH:15][CH:16]=2)=[N:9]1)[CH2:2][CH2:3][CH2:4][CH3:5]. The yield is 0.420.